This data is from Forward reaction prediction with 1.9M reactions from USPTO patents (1976-2016). The task is: Predict the product of the given reaction. (1) Given the reactants BrC1C(=O)[O:4][C:5]2[C:10]([C:11]=1C)=[CH:9][CH:8]=[C:7](O)[CH:6]=2.B(O)(O)O.[C:19]([O-:22])([O-])=O.[Na+].[Na+].[CH3:25][N:26]([CH:28]=[O:29])C, predict the reaction product. The product is: [OH:4][C:5]1[CH:10]=[CH:11][C:25]2[NH:26][C:28](=[O:29])[CH:9]=[CH:8][C:7]=2[C:6]=1[CH:19]=[O:22]. (2) Given the reactants [Cl:1][C:2]1[CH:3]=[C:4]2[C:12](=[O:13])[C:11]3[CH:14]=[C:15](Br)[CH:16]=[CH:17][C:10]=3[CH:9]=[CH:8][C:5]2=[N:6][CH:7]=1.[I-:19].[Na+], predict the reaction product. The product is: [Cl:1][C:2]1[CH:3]=[C:4]2[C:12](=[O:13])[C:11]3[CH:14]=[C:15]([I:19])[CH:16]=[CH:17][C:10]=3[CH:9]=[CH:8][C:5]2=[N:6][CH:7]=1. (3) Given the reactants [NH2:1][C:2]1[C:10]([F:11])=[CH:9][CH:8]=[CH:7][C:3]=1[C:4]([OH:6])=O.[CH3:12][NH2:13].[CH:14]1([N:19]2[CH2:24][CH2:23][CH:22]([O:25][C:26]3[CH:33]=[CH:32][C:29]([CH:30]=O)=[C:28](OC)[CH:27]=3)[CH2:21][CH2:20]2)[CH2:18][CH2:17][CH2:16][CH2:15]1, predict the reaction product. The product is: [CH:14]1([N:19]2[CH2:24][CH2:23][CH:22]([O:25][C:26]3[CH:33]=[CH:32][C:29]([C:30]4[N:13]([CH3:12])[C:4](=[O:6])[C:3]5[C:2](=[C:10]([F:11])[CH:9]=[CH:8][CH:7]=5)[N:1]=4)=[CH:28][CH:27]=3)[CH2:21][CH2:20]2)[CH2:18][CH2:17][CH2:16][CH2:15]1. (4) The product is: [Br:1][C:2]1[CH:8]=[CH:7][C:5]([NH:6][C:17](=[NH:18])[CH2:16][C:15]2[CH:19]=[CH:20][CH:21]=[CH:22][C:14]=2[Cl:13])=[CH:4][CH:3]=1. Given the reactants [Br:1][C:2]1[CH:8]=[CH:7][C:5]([NH2:6])=[CH:4][CH:3]=1.C[Al](C)C.[Cl:13][C:14]1[CH:22]=[CH:21][CH:20]=[CH:19][C:15]=1[CH2:16][C:17]#[N:18], predict the reaction product. (5) The product is: [ClH:42].[ClH:42].[N:28]1([C:11]2[C:10]([C:8]#[N:9])=[CH:15][N:14]=[C:13]3[NH:16][N:17]=[CH:18][C:12]=23)[CH2:33][CH2:32][NH:31][CH2:30][CH2:29]1. Given the reactants C(O)(C(F)(F)F)=O.[C:8]([C:10]1[C:11]([N:28]2[CH2:33][CH2:32][N:31](C(OC(C)(C)C)=O)[CH2:30][CH2:29]2)=[C:12]2[CH:18]=[N:17][N:16](CC3C=CC(OC)=CC=3)[C:13]2=[N:14][CH:15]=1)#[N:9].C(Cl)[Cl:42], predict the reaction product. (6) Given the reactants ON1C2N=CC=CC=2N=N1.[C:11]1([S:17](Cl)(=[O:19])=[O:18])[CH:16]=[CH:15][CH:14]=[CH:13][CH:12]=1.[NH2:21][C:22]1[CH:23]=[C:24]([C:28]2[N:29]=[C:30]([NH:55][CH2:56][CH3:57])[S:31][C:32]=2[C:33]2[CH:38]=[CH:37][N:36]=[C:35]([NH:39][C:40]3[CH:45]=[CH:44][C:43]([O:46][CH2:47][CH2:48][N:49]4[CH2:53][CH2:52][CH2:51][CH2:50]4)=[C:42]([F:54])[CH:41]=3)[N:34]=2)[CH:25]=[CH:26][CH:27]=1, predict the reaction product. The product is: [CH2:56]([NH:55][C:30]1[S:31][C:32]([C:33]2[CH:38]=[CH:37][N:36]=[C:35]([NH:39][C:40]3[CH:45]=[CH:44][C:43]([O:46][CH2:47][CH2:48][N:49]4[CH2:53][CH2:52][CH2:51][CH2:50]4)=[C:42]([F:54])[CH:41]=3)[N:34]=2)=[C:28]([C:24]2[CH:23]=[C:22]([NH:21][S:17]([C:11]3[CH:16]=[CH:15][CH:14]=[CH:13][CH:12]=3)(=[O:19])=[O:18])[CH:27]=[CH:26][CH:25]=2)[N:29]=1)[CH3:57]. (7) Given the reactants [F:1][C:2]([F:29])([F:28])[C:3]1[CH:27]=[CH:26][CH:25]=[CH:24][C:4]=1[C:5]([N:7]1[CH2:11][C:10]2[CH2:12][N:13]([C:15]3[CH:23]=[CH:22][C:18]([C:19]([OH:21])=O)=[CH:17][N:16]=3)[CH2:14][C:9]=2[CH2:8]1)=[O:6].Cl.[S:31]1[CH:35]=[C:34]([CH2:36][NH2:37])[N:33]=[CH:32]1, predict the reaction product. The product is: [S:31]1[CH:35]=[C:34]([CH2:36][NH:37][C:19](=[O:21])[C:18]2[CH:22]=[CH:23][C:15]([N:13]3[CH2:14][C:9]4[CH2:8][N:7]([C:5](=[O:6])[C:4]5[CH:24]=[CH:25][CH:26]=[CH:27][C:3]=5[C:2]([F:29])([F:28])[F:1])[CH2:11][C:10]=4[CH2:12]3)=[N:16][CH:17]=2)[N:33]=[CH:32]1. (8) Given the reactants Cl.Cl.[Cl:3][C:4]1[CH:5]=[C:6]([C:11]2([CH2:17][CH2:18][N:19]3[C@H:24]4[CH2:25][CH2:26][C@@H:20]3[CH2:21][CH:22]([N:27]3[C:31]5[CH:32]=[CH:33][CH:34]=[CH:35][C:30]=5[N:29]=[C:28]3[CH3:36])[CH2:23]4)[CH2:16][CH2:15][NH:14][CH2:13][CH2:12]2)[CH:7]=[C:8]([F:10])[CH:9]=1.C(N(CC)CC)C.[CH3:44][C:45]([CH3:50])([CH3:49])[C:46](Cl)=[O:47], predict the reaction product. The product is: [Cl:3][C:4]1[CH:5]=[C:6]([C:11]2([CH2:17][CH2:18][N:19]3[C@H:24]4[CH2:25][CH2:26][C@@H:20]3[CH2:21][CH:22]([N:27]3[C:31]5[CH:32]=[CH:33][CH:34]=[CH:35][C:30]=5[N:29]=[C:28]3[CH3:36])[CH2:23]4)[CH2:12][CH2:13][N:14]([C:46](=[O:47])[C:45]([CH3:50])([CH3:49])[CH3:44])[CH2:15][CH2:16]2)[CH:7]=[C:8]([F:10])[CH:9]=1. (9) Given the reactants C[O:2][C:3]([C:5]1[CH:6]=[C:7]([O:38][CH3:39])[C:8]2[N:9]([C:11]([C:32]3[CH:37]=[CH:36][CH:35]=[CH:34][CH:33]=3)=[C:12]([C:14]3[CH:19]=[CH:18][C:17]([C:20]4([NH:24][C:25]([O:27][C:28]([CH3:31])([CH3:30])[CH3:29])=[O:26])[CH2:23][CH2:22][CH2:21]4)=[CH:16][CH:15]=3)[N:13]=2)[CH:10]=1)=O.[NH3:40], predict the reaction product. The product is: [C:28]([O:27][C:25](=[O:26])[NH:24][C:20]1([C:17]2[CH:16]=[CH:15][C:14]([C:12]3[N:13]=[C:8]4[C:7]([O:38][CH3:39])=[CH:6][C:5]([C:3](=[O:2])[NH2:40])=[CH:10][N:9]4[C:11]=3[C:32]3[CH:33]=[CH:34][CH:35]=[CH:36][CH:37]=3)=[CH:19][CH:18]=2)[CH2:21][CH2:22][CH2:23]1)([CH3:30])([CH3:29])[CH3:31].